Dataset: Reaction yield outcomes from USPTO patents with 853,638 reactions. Task: Predict the reaction yield, written as a fraction of the theoretical maximum amount of product (1.0 means a 100% yield; for example, 0.34 means a 34% yield). (1) The reactants are [Cl:1][C:2]1[CH:7]=[CH:6][CH:5]=[CH:4][C:3]=1[NH:8][C:9]([C:12]1[S:25][C:15]2[C:16]3[CH:24]=[N:23][CH:22]=[CH:21][C:17]=3[O:18][CH2:19][CH2:20][C:14]=2[CH:13]=1)=[N:10][NH2:11].C1N=CN([C:31](N2C=NC=C2)=[O:32])C=1. The catalyst is CN(C)C=O. The product is [S:25]1[C:15]2[C:16]3[CH:24]=[N:23][CH:22]=[CH:21][C:17]=3[O:18][CH2:19][CH2:20][C:14]=2[CH:13]=[C:12]1[C:9]1[N:8]([C:3]2[CH:4]=[CH:5][CH:6]=[CH:7][C:2]=2[Cl:1])[C:31](=[O:32])[NH:11][N:10]=1. The yield is 0.310. (2) The reactants are O1CCCCC1[N:7]1[C:15]2[C:10](=[CH:11][C:12]([C:16]#[N:17])=[CH:13][CH:14]=2)[C:9]([CH2:18][CH2:19][C:20]2[CH:25]=[CH:24][CH:23]=[CH:22][CH:21]=2)=[N:8]1.[N:26]([Sn](CCCC)(CCCC)CCCC)=[N+:27]=[N-:28]. The catalyst is C1(C)C=CC=CC=1. The product is [C:20]1([CH2:19][CH2:18][C:9]2[C:10]3[C:15](=[CH:14][CH:13]=[C:12]([C:16]4[N:17]=[N:26][NH:27][N:28]=4)[CH:11]=3)[NH:7][N:8]=2)[CH:25]=[CH:24][CH:23]=[CH:22][CH:21]=1. The yield is 0.370. (3) The reactants are Br[C:2]1[S:3][C:4]([CH2:8][N:9]2[CH2:14][CH2:13][C:12]3([C:22]4[C:17](=[CH:18][CH:19]=[CH:20][CH:21]=4)[CH:16]=[CH:15]3)[CH2:11][CH2:10]2)=[C:5]([CH3:7])[N:6]=1.[Li]CCCC.CN([CH:31]=[O:32])C.[NH4+].[Cl-]. The catalyst is C1COCC1.O. The product is [CH3:7][C:5]1[N:6]=[C:2]([CH:31]=[O:32])[S:3][C:4]=1[CH2:8][N:9]1[CH2:14][CH2:13][C:12]2([C:22]3[C:17](=[CH:18][CH:19]=[CH:20][CH:21]=3)[CH:16]=[CH:15]2)[CH2:11][CH2:10]1. The yield is 0.850. (4) The reactants are [Cl:1][C:2]1[CH:3]=[C:4]2[C:8](=[CH:9][CH:10]=1)[NH:7][CH:6]=[C:5]2[CH:11]1[CH2:16][CH2:15][N:14]([C:17](=[O:34])[CH:18]=[C:19]2[CH2:24][CH2:23][C:22]([N:31]([CH3:33])[CH3:32])([C:25]3[CH:30]=[CH:29][CH:28]=[CH:27][CH:26]=3)[CH2:21][CH2:20]2)[CH2:13][CH2:12]1.Cl[Si](C)(C)C. The catalyst is CC(CC)=O. The product is [ClH:1].[Cl:1][C:2]1[CH:3]=[C:4]2[C:8](=[CH:9][CH:10]=1)[NH:7][CH:6]=[C:5]2[CH:11]1[CH2:16][CH2:15][N:14]([C:17](=[O:34])[CH:18]=[C:19]2[CH2:20][CH2:21][C:22]([N:31]([CH3:33])[CH3:32])([C:25]3[CH:26]=[CH:27][CH:28]=[CH:29][CH:30]=3)[CH2:23][CH2:24]2)[CH2:13][CH2:12]1. The yield is 0.730. (5) The reactants are [NH2:1][C:2]1[N:6]([C:7]2[CH:8]=[CH:9][C:10]([Cl:14])=[C:11]([OH:13])[CH:12]=2)[N:5]=[C:4]([C:15]([CH3:18])([CH3:17])[CH3:16])[CH:3]=1.[O:19]1[CH2:24][CH2:23][N:22]([CH:25](O)[CH3:26])[CH2:21][CH2:20]1.C1C=CC(P(C2C=CC=CC=2)C2C=CC=CC=2)=CC=1.CCOC(/N=N/C(OCC)=O)=O. The catalyst is C1COCC1.O. The product is [C:15]([C:4]1[CH:3]=[C:2]([NH2:1])[N:6]([C:7]2[CH:8]=[CH:9][C:10]([Cl:14])=[C:11]([O:13][CH2:26][CH2:25][N:22]3[CH2:23][CH2:24][O:19][CH2:20][CH2:21]3)[CH:12]=2)[N:5]=1)([CH3:18])([CH3:17])[CH3:16]. The yield is 0.800.